Dataset: NCI-60 drug combinations with 297,098 pairs across 59 cell lines. Task: Regression. Given two drug SMILES strings and cell line genomic features, predict the synergy score measuring deviation from expected non-interaction effect. (1) Drug 1: CC1=C2C(C(=O)C3(C(CC4C(C3C(C(C2(C)C)(CC1OC(=O)C(C(C5=CC=CC=C5)NC(=O)OC(C)(C)C)O)O)OC(=O)C6=CC=CC=C6)(CO4)OC(=O)C)OC)C)OC. Drug 2: CC1C(C(CC(O1)OC2CC(CC3=C2C(=C4C(=C3O)C(=O)C5=CC=CC=C5C4=O)O)(C(=O)C)O)N)O. Cell line: RPMI-8226. Synergy scores: CSS=44.5, Synergy_ZIP=-10.1, Synergy_Bliss=-15.7, Synergy_Loewe=-11.8, Synergy_HSA=-8.80. (2) Drug 1: CN1C(=O)N2C=NC(=C2N=N1)C(=O)N. Drug 2: N.N.Cl[Pt+2]Cl. Cell line: HL-60(TB). Synergy scores: CSS=55.4, Synergy_ZIP=-0.790, Synergy_Bliss=-0.794, Synergy_Loewe=-19.7, Synergy_HSA=0.900. (3) Drug 1: CC(CN1CC(=O)NC(=O)C1)N2CC(=O)NC(=O)C2. Drug 2: CCC1(CC2CC(C3=C(CCN(C2)C1)C4=CC=CC=C4N3)(C5=C(C=C6C(=C5)C78CCN9C7C(C=CC9)(C(C(C8N6C)(C(=O)OC)O)OC(=O)C)CC)OC)C(=O)OC)O.OS(=O)(=O)O. Cell line: M14. Synergy scores: CSS=30.8, Synergy_ZIP=-5.48, Synergy_Bliss=-3.09, Synergy_Loewe=-27.8, Synergy_HSA=-3.04. (4) Drug 1: CC1=C(C(=O)C2=C(C1=O)N3CC4C(C3(C2COC(=O)N)OC)N4)N. Drug 2: N.N.Cl[Pt+2]Cl. Cell line: EKVX. Synergy scores: CSS=8.35, Synergy_ZIP=-2.67, Synergy_Bliss=5.42, Synergy_Loewe=0.389, Synergy_HSA=2.63.